Dataset: Reaction yield outcomes from USPTO patents with 853,638 reactions. Task: Predict the reaction yield, written as a fraction of the theoretical maximum amount of product (1.0 means a 100% yield; for example, 0.34 means a 34% yield). (1) The catalyst is [C].[Pd].C(Cl)Cl. The product is [O:3]([C:10]1[CH:15]=[CH:14][C:13]([CH:16]2[CH2:21][CH2:20][NH:19][CH2:18][CH2:17]2)=[CH:12][CH:11]=1)[C:4]1[CH:5]=[CH:6][CH:7]=[CH:8][CH:9]=1. The yield is 0.660. The reactants are CO.[O:3]([C:10]1[CH:15]=[CH:14][C:13]([C:16]2[CH2:17][CH2:18][NH:19][CH2:20][CH:21]=2)=[CH:12][CH:11]=1)[C:4]1[CH:9]=[CH:8][CH:7]=[CH:6][CH:5]=1.C(O)(=O)C.[OH-].[Na+]. (2) The reactants are [F:1][C:2]1[CH:7]=[CH:6][C:5]([C:8](=O)[CH2:9][C:10]2[C:11]([C:16]([OH:18])=O)=[N:12][CH:13]=[CH:14][CH:15]=2)=[CH:4][CH:3]=1.[CH2:20]([NH2:23])[CH2:21][NH2:22]. The catalyst is ClCCCl.CO. The product is [F:1][C:2]1[CH:3]=[CH:4][C:5]([C:8]23[NH:23][CH2:20][CH2:21][N:22]2[C:16](=[O:18])[C:11]2[N:12]=[CH:13][CH:14]=[CH:15][C:10]=2[CH2:9]3)=[CH:6][CH:7]=1. The yield is 0.670.